From a dataset of Catalyst prediction with 721,799 reactions and 888 catalyst types from USPTO. Predict which catalyst facilitates the given reaction. (1) Reactant: [Li+].CC([N-]C(C)C)C.[O:9]1[CH2:14][CH2:13][C:12](=O)[CH2:11][CH2:10]1.[F:16][C:17]([F:36])([F:35])[S:18](N(C1C=CC=CC=1)[S:18]([C:17]([F:36])([F:35])[F:16])(=[O:20])=[O:19])(=[O:20])=[O:19]. Product: [F:16][C:17]([F:36])([F:35])[S:18]([C:12]1[CH2:11][CH2:10][O:9][CH2:14][CH:13]=1)(=[O:20])=[O:19]. The catalyst class is: 1. (2) Reactant: C(N1C=CN=C1)(N1C=CN=C1)=O.[CH2:13]=[C:14]1[CH2:17][CH:16]([C:18]([OH:20])=O)[CH2:15]1.Cl.Cl.[Cl:23][C:24]1[C:25]([CH2:30][NH2:31])=[N:26][CH:27]=[CH:28][N:29]=1.C(N(C(C)C)CC)(C)C. Product: [Cl:23][C:24]1[C:25]([CH2:30][NH:31][C:18]([CH:16]2[CH2:15][C:14](=[CH2:13])[CH2:17]2)=[O:20])=[N:26][CH:27]=[CH:28][N:29]=1. The catalyst class is: 76.